Dataset: Catalyst prediction with 721,799 reactions and 888 catalyst types from USPTO. Task: Predict which catalyst facilitates the given reaction. (1) Product: [Cl:8][C:7]1[C:2]([Cl:1])=[C:3]([C:34]([OH:43])([C:39]([F:41])([F:40])[F:42])[C:35]([F:38])([F:37])[F:36])[CH:4]=[CH:5][C:6]=1[C:9]1[S:13][C:12]([C:14]2[N:18]([CH2:19][C:20]3[CH:21]=[CH:22][C:23]([O:26][CH3:27])=[CH:24][CH:25]=3)[C:17]([C:28]([OH:31])([CH3:29])[CH3:30])=[N:16][N:15]=2)=[N:11][C:10]=1[C:32]([OH:60])=[O:33]. Reactant: [Cl:1][C:2]1[C:7]([Cl:8])=[C:6]([C:9]2[S:13][C:12]([C:14]3[N:18]([CH2:19][C:20]4[CH:25]=[CH:24][C:23]([O:26][CH3:27])=[CH:22][CH:21]=4)[C:17]([C:28]([OH:31])([CH3:30])[CH3:29])=[N:16][N:15]=3)=[N:11][C:10]=2[CH2:32][OH:33])[CH:5]=[CH:4][C:3]=1[C:34]([OH:43])([C:39]([F:42])([F:41])[F:40])[C:35]([F:38])([F:37])[F:36].C(#N)C.CC1(C)N([O])C(C)(C)CCC1.C(O)(=[O:60])C.C(O)(=O)C.IC1C=CC=CC=1. The catalyst class is: 6. (2) Reactant: F[P-](F)(F)(F)(F)F.CN(C(N1C2C(=NC=CC=2)[N+]([O-])=N1)=[N+](C)C)C.[F:25][C:26]1[CH:31]=[CH:30][CH:29]=[CH:28][C:27]=1[N:32]1[C:40]2[C:35](=[C:36]([N:41]3[CH2:48][C@@H:47]4[C@@H:43]([NH:44][CH2:45][CH2:46]4)[C:42]3=[O:49])[CH:37]=[CH:38][CH:39]=2)[CH:34]=[N:33]1.[OH:50][C@H:51]([CH3:56])[CH2:52][C:53](O)=[O:54].C(N(CC)CC)C. Product: [F:25][C:26]1[CH:31]=[CH:30][CH:29]=[CH:28][C:27]=1[N:32]1[C:40]2[C:35](=[C:36]([N:41]3[CH2:48][C@@H:47]4[C@@H:43]([N:44]([C:53](=[O:54])[CH2:52][C@H:51]([OH:50])[CH3:56])[CH2:45][CH2:46]4)[C:42]3=[O:49])[CH:37]=[CH:38][CH:39]=2)[CH:34]=[N:33]1. The catalyst class is: 9.